From a dataset of Forward reaction prediction with 1.9M reactions from USPTO patents (1976-2016). Predict the product of the given reaction. (1) Given the reactants [CH3:1][O:2][C:3](=[O:21])[C@H:4]([CH2:13][C:14]1[CH:19]=[CH:18][C:17]([OH:20])=[CH:16][CH:15]=1)[NH:5][C:6]([O:8][C:9]([CH3:12])([CH3:11])[CH3:10])=[O:7].[C:22]1([S:28](Cl)(=[O:30])=[O:29])[CH:27]=[CH:26][CH:25]=[CH:24][CH:23]=1.C(N(CC)CC)C, predict the reaction product. The product is: [CH3:1][O:2][C:3](=[O:21])[C@H:4]([CH2:13][C:14]1[CH:19]=[CH:18][C:17]([O:20][S:28]([C:22]2[CH:27]=[CH:26][CH:25]=[CH:24][CH:23]=2)(=[O:30])=[O:29])=[CH:16][CH:15]=1)[NH:5][C:6]([O:8][C:9]([CH3:12])([CH3:10])[CH3:11])=[O:7]. (2) Given the reactants [N:1]1([C:5]([C:7]2[CH:8]=[C:9]([Cl:30])[C:10]([O:13][C:14]3[CH:15]=[C:16]([CH:21]=[C:22]([O:24][C@H:25]4[CH2:29][CH2:28][O:27][CH2:26]4)[CH:23]=3)[C:17]([O:19]C)=[O:18])=[N:11][CH:12]=2)=[O:6])[CH2:4][CH2:3][CH2:2]1.[OH-].[Na+].O, predict the reaction product. The product is: [N:1]1([C:5]([C:7]2[CH:8]=[C:9]([Cl:30])[C:10]([O:13][C:14]3[CH:15]=[C:16]([CH:21]=[C:22]([O:24][C@H:25]4[CH2:29][CH2:28][O:27][CH2:26]4)[CH:23]=3)[C:17]([OH:19])=[O:18])=[N:11][CH:12]=2)=[O:6])[CH2:4][CH2:3][CH2:2]1. (3) Given the reactants [NH2:1][CH:2]([C:7]1[CH:12]=[CH:11][C:10]([Cl:13])=[CH:9][CH:8]=1)[CH2:3][C:4](O)=[O:5].CO, predict the reaction product. The product is: [NH2:1][CH:2]([C:7]1[CH:8]=[CH:9][C:10]([Cl:13])=[CH:11][CH:12]=1)[CH2:3][CH2:4][OH:5]. (4) Given the reactants [CH2:1]([O:3][C:4](=[O:14])[NH:5][C:6]1[CH:11]=[CH:10][C:9]([CH:12]=[O:13])=[CH:8][CH:7]=1)[CH3:2].[N+:15]([O-])([O-:17])=[O:16].[Na+], predict the reaction product. The product is: [CH2:1]([O:3][C:4](=[O:14])[NH:5][C:6]1[CH:11]=[CH:10][C:9]([CH:12]=[O:13])=[CH:8][C:7]=1[N+:15]([O-:17])=[O:16])[CH3:2]. (5) Given the reactants [CH2:1]([C@H:4]1[CH2:10][N:9]([CH:11]2[CH2:15][CH2:14][CH2:13][CH2:12]2)[C:8]2[N:16]=[C:17]([NH:20][C:21]3[CH:29]=[CH:28][C:24]([C:25]([OH:27])=O)=[CH:23][C:22]=3[O:30][CH3:31])[N:18]=[CH:19][C:7]=2[N:6]([CH3:32])[C:5]1=[O:33])[CH:2]=[CH2:3].[NH2:34][C@@H:35]1[CH2:39][CH2:38][N:37](C(OC(C)(C)C)=O)[CH2:36]1, predict the reaction product. The product is: [CH2:1]([C@H:4]1[CH2:10][N:9]([CH:11]2[CH2:15][CH2:14][CH2:13][CH2:12]2)[C:8]2[N:16]=[C:17]([NH:20][C:21]3[CH:29]=[CH:28][C:24]([C:25]([NH:34][C@@H:35]4[CH2:39][CH2:38][NH:37][CH2:36]4)=[O:27])=[CH:23][C:22]=3[O:30][CH3:31])[N:18]=[CH:19][C:7]=2[N:6]([CH3:32])[C:5]1=[O:33])[CH:2]=[CH2:3]. (6) Given the reactants [F:1][C:2]1[CH:25]=[CH:24][C:5]([CH2:6][N:7]2[CH2:16][CH2:15][C:14]3[C:9](=[C:10]([OH:22])[CH:11]=[N+:12]([O-])[C:13]=3[C:17]([O:19][CH3:20])=[O:18])[C:8]2=[O:23])=[CH:4][CH:3]=1.C(OC(=O)C)(=[O:28])C.C[O-].[Na+], predict the reaction product. The product is: [F:1][C:2]1[CH:25]=[CH:24][C:5]([CH2:6][N:7]2[CH2:16][CH2:15][C:14]3[C:9](=[C:10]([OH:22])[C:11](=[O:28])[NH:12][C:13]=3[C:17]([O:19][CH3:20])=[O:18])[C:8]2=[O:23])=[CH:4][CH:3]=1. (7) Given the reactants [OH:1][C:2]1[CH:7]=[CH:6][C:5]([CH3:8])=[CH:4][C:3]=1[C:9]([C:11]1[CH:16]=[CH:15][CH:14]=[CH:13][CH:12]=1)=[O:10].[CH2:17]([O:19][C:20](=[O:40])[CH2:21][S:22][C:23]1[CH:28]=[CH:27][C:26]([O:29][CH2:30][CH2:31][C@@H:32](OS(C)(=O)=O)[CH3:33])=[CH:25][C:24]=1[CH3:39])[CH3:18].C([O-])([O-])=O.[Cs+].[Cs+].Cl, predict the reaction product. The product is: [CH2:17]([O:19][C:20](=[O:40])[CH2:21][S:22][C:23]1[CH:28]=[CH:27][C:26]([O:29][CH2:30][CH2:31][C@H:32]([O:1][C:2]2[CH:7]=[CH:6][C:5]([CH3:8])=[CH:4][C:3]=2[C:9](=[O:10])[C:11]2[CH:12]=[CH:13][CH:14]=[CH:15][CH:16]=2)[CH3:33])=[CH:25][C:24]=1[CH3:39])[CH3:18].